Dataset: Forward reaction prediction with 1.9M reactions from USPTO patents (1976-2016). Task: Predict the product of the given reaction. Given the reactants [F:1][CH:2]([F:32])[C:3]1[N:7]([C:8]2[N:13]=[C:12]([N:14]3[CH2:19][CH2:18][O:17][CH2:16][CH2:15]3)[N:11]=[C:10]([NH:20][C@H:21]3[CH2:26][CH2:25][C@H:24]([NH2:27])[CH2:23][CH2:22]3)[N:9]=2)[C:6]2[CH:28]=[CH:29][CH:30]=[CH:31][C:5]=2[N:4]=1.[CH3:33][N:34]=[C:35]=[O:36], predict the reaction product. The product is: [F:32][CH:2]([F:1])[C:3]1[N:7]([C:8]2[N:13]=[C:12]([N:14]3[CH2:15][CH2:16][O:17][CH2:18][CH2:19]3)[N:11]=[C:10]([NH:20][C@H:21]3[CH2:22][CH2:23][C@H:24]([NH:27][C:35]([NH:34][CH3:33])=[O:36])[CH2:25][CH2:26]3)[N:9]=2)[C:6]2[CH:28]=[CH:29][CH:30]=[CH:31][C:5]=2[N:4]=1.